This data is from Peptide-MHC class II binding affinity with 134,281 pairs from IEDB. The task is: Regression. Given a peptide amino acid sequence and an MHC pseudo amino acid sequence, predict their binding affinity value. This is MHC class II binding data. (1) The peptide sequence is GARILTSESQLTITK. The MHC is DRB1_0802 with pseudo-sequence DRB1_0802. The binding affinity (normalized) is 0.439. (2) The peptide sequence is FCVKVLAPYMPDVLE. The MHC is DRB1_0801 with pseudo-sequence DRB1_0801. The binding affinity (normalized) is 0.666. (3) The peptide sequence is AFKVAATAANAAPQN. The MHC is HLA-DPA10103-DPB10301 with pseudo-sequence HLA-DPA10103-DPB10301. The binding affinity (normalized) is 0.744. (4) The peptide sequence is WREMHHLVEFEPPHA. The MHC is DRB1_0301 with pseudo-sequence DRB1_0301. The binding affinity (normalized) is 0.00647. (5) The peptide sequence is ATTEEQKLIEDINAS. The MHC is HLA-DQA10301-DQB10302 with pseudo-sequence HLA-DQA10301-DQB10302. The binding affinity (normalized) is 0.176. (6) The peptide sequence is MVGTILEMLGHRLDD. The MHC is DRB1_0802 with pseudo-sequence DRB1_0802. The binding affinity (normalized) is 0.604. (7) The peptide sequence is ETALKKAITAMSEAQKAAKP. The MHC is HLA-DPA10103-DPB10401 with pseudo-sequence HLA-DPA10103-DPB10401. The binding affinity (normalized) is 0.386. (8) The peptide sequence is EIYEDVTFQQKVL. The MHC is HLA-DQA10101-DQB10501 with pseudo-sequence HLA-DQA10101-DQB10501. The binding affinity (normalized) is 0.319.